Dataset: Full USPTO retrosynthesis dataset with 1.9M reactions from patents (1976-2016). Task: Predict the reactants needed to synthesize the given product. (1) Given the product [Br:1][C:2]1[CH:3]=[C:4]([NH:9][CH2:17][CH:15]2[CH2:14][CH2:13][O:12][C:11]([CH3:19])([CH3:10])[CH2:16]2)[CH:5]=[N:6][C:7]=1[Cl:8], predict the reactants needed to synthesize it. The reactants are: [Br:1][C:2]1[CH:3]=[C:4]([NH2:9])[CH:5]=[N:6][C:7]=1[Cl:8].[CH3:10][C:11]1([CH3:19])[CH2:16][CH:15]([CH:17]=O)[CH2:14][CH2:13][O:12]1.C(O)(=O)C.C(O[BH-](OC(=O)C)OC(=O)C)(=O)C.[Na+]. (2) Given the product [CH3:9][O:8][C:6]1[C:5]([N+:10]([O-:12])=[O:11])=[CH:4][CH:3]=[C:2]([C:18]#[C:17][Si:14]([CH3:16])([CH3:15])[CH3:13])[N:7]=1, predict the reactants needed to synthesize it. The reactants are: Cl[C:2]1[N:7]=[C:6]([O:8][CH3:9])[C:5]([N+:10]([O-:12])=[O:11])=[CH:4][CH:3]=1.[CH3:13][Si:14]([C:17]#[CH:18])([CH3:16])[CH3:15].C(N(CC)CC)C. (3) The reactants are: [CH2:1]([O:3][C:4](=[O:9])[CH2:5][C:6]([O-:8])=O)[CH3:2].[K+].C(N(CC)CC)C.[Mg+2].[Cl-].[Cl-].[Cl:21][C:22]1[CH:23]=[CH:24][C:25]([O:31][CH:32]2[CH2:34][CH2:33]2)=[C:26]([CH:30]=1)C(Cl)=O. Given the product [Cl:21][C:22]1[CH:23]=[CH:24][C:25]([O:31][CH:32]2[CH2:34][CH2:33]2)=[C:26]([C:6](=[O:8])[CH2:5][C:4]([O:3][CH2:1][CH3:2])=[O:9])[CH:30]=1, predict the reactants needed to synthesize it. (4) Given the product [CH3:31]/[C:24](/[CH2:25][CH2:26][CH:27]=[C:28]([CH3:30])[CH3:29])=[CH:23]\[CH2:22][C:3]1[C:4](=[O:9])[O:5][C:6]([CH3:8])=[CH:7][C:2]=1[OH:1], predict the reactants needed to synthesize it. The reactants are: [OH:1][C:2]1[CH:7]=[C:6]([CH3:8])[O:5][C:4](=[O:9])[CH:3]=1.C1CCN2C(=NCCC2)CC1.Br[CH2:22]/[CH:23]=[C:24](\[CH3:31])/[CH2:25][CH2:26][CH:27]=[C:28]([CH3:30])[CH3:29].C1(C)C=CC=CC=1.C(OCC)(=O)C. (5) Given the product [C:1]([C:3]1[CH:4]=[C:5]([CH:10]([CH2:30][C:31]2[CH:36]=[CH:35][C:34]([O:37][CH2:49][CH2:50][F:51])=[CH:33][CH:32]=2)[CH:11]([NH:13][C:14](=[O:29])[C:15]([O:18][C:19]2[CH:24]=[CH:23][C:22]([C:25]([F:28])([F:27])[F:26])=[CH:21][N:20]=2)([CH3:17])[CH3:16])[CH3:12])[CH:6]=[C:7]([F:9])[CH:8]=1)#[N:2], predict the reactants needed to synthesize it. The reactants are: [C:1]([C:3]1[CH:4]=[C:5]([CH:10]([CH2:30][C:31]2[CH:36]=[CH:35][C:34]([OH:37])=[CH:33][CH:32]=2)[CH:11]([NH:13][C:14](=[O:29])[C:15]([O:18][C:19]2[CH:24]=[CH:23][C:22]([C:25]([F:28])([F:27])[F:26])=[CH:21][N:20]=2)([CH3:17])[CH3:16])[CH3:12])[CH:6]=[C:7]([F:9])[CH:8]=1)#[N:2].C(=O)([O-])[O-].[Cs+].[Cs+].CS(O[CH2:49][CH2:50][F:51])(=O)=O. (6) Given the product [OH:9][CH2:2][CH2:3][CH2:4][CH:42]1[C:41]2[C:36](=[CH:37][CH:38]=[CH:39][CH:40]=2)[CH2:35][CH2:34][CH2:44]1, predict the reactants needed to synthesize it. The reactants are: [Br-].[CH2:2]([O:9]CCC[P+](C1C=CC=CC=1)(C1C=CC=CC=1)C1C=CC=CC=1)[C:3]1C=CC=C[CH:4]=1.[H-].[Na+].[CH2:34]1[CH2:44][C:42](=O)[C:41]2[C:36](=[CH:37][CH:38]=[CH:39][CH:40]=2)[CH2:35]1.O. (7) Given the product [N:28]1([CH2:33][C:34]2[CH:35]=[CH:36][C:37]([NH:40][C:4]([C:6]3[C:7]4[N:8]=[CH:9][CH:10]=[N:11][C:12]=4[C:13]([C:16]4[C:17]([F:27])=[C:18]([O:25][CH3:26])[CH:19]=[C:20]([O:23][CH3:24])[C:21]=4[F:22])=[CH:14][CH:15]=3)=[O:3])=[N:38][CH:39]=2)[CH:32]=[CH:31][N:30]=[CH:29]1, predict the reactants needed to synthesize it. The reactants are: C([O:3][C:4]([C:6]1[C:7]2[N:8]=[CH:9][CH:10]=[N:11][C:12]=2[C:13]([C:16]2[C:21]([F:22])=[C:20]([O:23][CH3:24])[CH:19]=[C:18]([O:25][CH3:26])[C:17]=2[F:27])=[CH:14][CH:15]=1)=O)C.[N:28]1([CH2:33][C:34]2[CH:35]=[CH:36][C:37]([NH2:40])=[N:38][CH:39]=2)[CH:32]=[CH:31][N:30]=[CH:29]1.C[Al](C)C.C([O-])(O)=O.[Na+]. (8) The reactants are: [CH2:1]([O:8][CH2:9][CH2:10][N:11]1[C:17](=[O:18])[C@@H:16]([NH:19][C:20](=[O:27])[C:21]([F:26])([CH3:25])[C:22]([OH:24])=O)[C:15]2[CH:28]=[CH:29][CH:30]=[CH:31][C:14]=2[C:13]2[CH:32]=[CH:33][CH:34]=[CH:35][C:12]1=2)[C:2]1[CH:7]=[CH:6][CH:5]=[CH:4][CH:3]=1.[F:36][C:37]([F:44])([C:40]([F:43])([F:42])[F:41])[CH2:38][NH2:39]. Given the product [CH2:1]([O:8][CH2:9][CH2:10][N:11]1[C:17](=[O:18])[C@@H:16]([NH:19][C:20](=[O:27])[C:21]([F:26])([CH3:25])[C:22]([NH:39][CH2:38][C:37]([F:44])([F:36])[C:40]([F:43])([F:42])[F:41])=[O:24])[C:15]2[CH:28]=[CH:29][CH:30]=[CH:31][C:14]=2[C:13]2[CH:32]=[CH:33][CH:34]=[CH:35][C:12]1=2)[C:2]1[CH:3]=[CH:4][CH:5]=[CH:6][CH:7]=1, predict the reactants needed to synthesize it. (9) Given the product [CH2:1]([N:8]1[CH2:13][CH2:12][CH:11]([NH:14][C:15]2[N:22]=[CH:21][CH:20]=[CH:19][C:16]=2[C:17]([NH:43][CH2:42][CH:38]2[O:39][CH2:40][CH2:41][N:36]([CH2:35][C:34]3[CH:44]=[CH:45][C:31]([F:30])=[CH:32][CH:33]=3)[CH2:37]2)=[O:54])[CH2:10][CH2:9]1)[C:2]1[CH:7]=[CH:6][CH:5]=[CH:4][CH:3]=1, predict the reactants needed to synthesize it. The reactants are: [CH2:1]([N:8]1[CH2:13][CH2:12][CH:11]([NH:14][C:15]2[N:22]=[CH:21][CH:20]=[CH:19][C:16]=2[CH2:17]Cl)[CH2:10][CH2:9]1)[C:2]1[CH:7]=[CH:6][CH:5]=[CH:4][CH:3]=1.C(N(CC)CC)C.[F:30][C:31]1[CH:45]=[CH:44][C:34]([CH2:35][N:36]2[CH2:41][CH2:40][O:39][CH:38]([CH2:42][NH2:43])[CH2:37]2)=[CH:33][CH:32]=1.CCCCCC.CC(=O)[O:54]CC.